From a dataset of Reaction yield outcomes from USPTO patents with 853,638 reactions. Predict the reaction yield, written as a fraction of the theoretical maximum amount of product (1.0 means a 100% yield; for example, 0.34 means a 34% yield). (1) The reactants are [Si]([O:8][C@H:9]([CH3:34])[C@@H:10]([NH:24][C:25]1[CH:32]=[CH:31][C:28]([C:29]#[N:30])=[C:27]([Cl:33])[CH:26]=1)[C:11]1[O:12][C:13]([C:16]2[CH:21]=[CH:20][C:19]([C:22]#[N:23])=[CH:18][CH:17]=2)=[N:14][N:15]=1)(C(C)(C)C)(C)C.CCCC[N+](CCCC)(CCCC)CCCC.[F-]. The catalyst is C1COCC1. The product is [Cl:33][C:27]1[CH:26]=[C:25]([NH:24][C@@H:10]([C:11]2[O:12][C:13]([C:16]3[CH:17]=[CH:18][C:19]([C:22]#[N:23])=[CH:20][CH:21]=3)=[N:14][N:15]=2)[C@H:9]([OH:8])[CH3:34])[CH:32]=[CH:31][C:28]=1[C:29]#[N:30]. The yield is 1.00. (2) The product is [Br:1][C:2]1[CH:3]=[CH:4][CH:5]=[C:6]2[C:15]=1[C:9]1([CH2:10][CH2:11][N:12]([C:27](=[O:28])/[CH:26]=[CH:25]/[C:20]3[CH:21]=[CH:22][CH:23]=[CH:24][C:19]=3[C:18]([F:30])([F:31])[F:17])[CH2:13][CH2:14]1)[NH:8][C:7]2=[O:16]. The reactants are [Br:1][C:2]1[CH:3]=[CH:4][CH:5]=[C:6]2[C:15]=1[C:9]1([CH2:14][CH2:13][NH:12][CH2:11][CH2:10]1)[NH:8][C:7]2=[O:16].[F:17][C:18]([F:31])([F:30])[C:19]1[CH:24]=[CH:23][CH:22]=[CH:21][C:20]=1[CH:25]=[CH:26][C:27](O)=[O:28].CCN=C=NCCCN(C)C.C1C=CC2N(O)N=NC=2C=1.CCN(C(C)C)C(C)C. The yield is 0.0200. No catalyst specified. (3) The reactants are [CH2:1]([O:3][C:4]([C:6]1[C:7]([CH3:18])=[C:8]2[C:13](Cl)=[C:12]([C:15]#[N:16])[CH:11]=[N:10][N:9]2[CH:17]=1)=[O:5])[CH3:2].[NH2:19][C:20]1[CH:42]=[CH:41][C:23]([O:24][C:25]2[CH:40]=[CH:39][CH:38]=[CH:37][C:26]=2[O:27][C:28]([CH3:36])([CH3:35])[C:29]([NH:31][CH2:32][CH2:33][OH:34])=[O:30])=[CH:22][CH:21]=1.COC(C1C(C)=C2C(NC3C=CC(OC4C=CC=CC=4OC(C(OC(C)(C)C)=O)(C)C)=CC=3)=C(C#N)C=NN2C=1)=O. No catalyst specified. The product is [CH2:1]([O:3][C:4]([C:6]1[C:7]([CH3:18])=[C:8]2[C:13]([NH:19][C:20]3[CH:42]=[CH:41][C:23]([O:24][C:25]4[CH:40]=[CH:39][CH:38]=[CH:37][C:26]=4[O:27][C:28]([C:29](=[O:30])[NH:31][CH2:32][CH2:33][OH:34])([CH3:35])[CH3:36])=[CH:22][CH:21]=3)=[C:12]([C:15]#[N:16])[CH:11]=[N:10][N:9]2[CH:17]=1)=[O:5])[CH3:2]. The yield is 0.830. (4) The reactants are Br[C:2]1[C:3]([C:12]#[N:13])=[N:4][C:5]([C:8]([CH3:11])([CH3:10])[CH3:9])=[CH:6][CH:7]=1.[CH2:14]1[CH2:18]O[CH2:16][CH2:15]1. The catalyst is C1C=CC([P]([Pd]([P](C2C=CC=CC=2)(C2C=CC=CC=2)C2C=CC=CC=2)([P](C2C=CC=CC=2)(C2C=CC=CC=2)C2C=CC=CC=2)[P](C2C=CC=CC=2)(C2C=CC=CC=2)C2C=CC=CC=2)(C2C=CC=CC=2)C2C=CC=CC=2)=CC=1. The product is [C:8]([C:5]1[N:4]=[C:3]([C:12]#[N:13])[C:2]([CH2:16][C:15]2[C:6]([CH3:7])=[CH:5][C:8]([CH3:10])=[CH:9][C:14]=2[CH3:18])=[CH:7][CH:6]=1)([CH3:11])([CH3:10])[CH3:9]. The yield is 0.890. (5) The reactants are [CH2:1]([OH:10])[CH2:2][CH2:3][CH2:4][CH2:5][CH2:6][CH2:7][CH2:8][OH:9].[H-].[Na+].[F:13][C:14]1[CH:15]=[C:16]([CH:19]=[CH:20][C:21]=1[F:22])[CH2:17]Br. The catalyst is O1CCCC1.CN(C)C=O.CN(C)C=O. The product is [F:13][C:14]1[CH:15]=[C:16]([CH:19]=[CH:20][C:21]=1[F:22])[CH2:17][O:9][CH2:8][CH2:7][CH2:6][CH2:5][CH2:4][CH2:3][CH2:2][CH2:1][OH:10]. The yield is 0.460.